This data is from Choline transporter screen with 302,306 compounds. The task is: Binary Classification. Given a drug SMILES string, predict its activity (active/inactive) in a high-throughput screening assay against a specified biological target. (1) The compound is O1C(C[N+](C)(C)C)COC1C. The result is 1 (active). (2) The compound is Brc1ccc(C(=O)N2CCN(CC2)Cc2nc(sc2)C)cc1. The result is 0 (inactive). (3) The drug is Fc1ccc(c2oc(C3NC(=O)NC(=C3C(OCC)=O)C)cc2)cc1. The result is 0 (inactive). (4) The drug is S(c1n(c(=O)c2[nH]c3c(c2n1)cccc3)c1cc(OC)c(OC)cc1)CC(=O)N(c1ccccc1)C. The result is 0 (inactive). (5) The drug is O=C(Nc1c(cccc1)C)CCN1CCN(CC1)C. The result is 0 (inactive). (6) The compound is O=C(N\N=C(\c1ccc([N+]([O-])=O)cc1)C)c1nccnc1. The result is 0 (inactive). (7) The molecule is o1c(c(cc1C(=O)Nc1ccc(cc1)C(O)=O)C(=O)C)C. The result is 0 (inactive). (8) The compound is S=c1n(c(n[nH]1)c1cc2c([nH]c(c2C)C)cc1)CC. The result is 0 (inactive).